The task is: Regression. Given a peptide amino acid sequence and an MHC pseudo amino acid sequence, predict their binding affinity value. This is MHC class II binding data.. This data is from Peptide-MHC class II binding affinity with 134,281 pairs from IEDB. (1) The peptide sequence is GRLLRGYNQFAYDG. The MHC is DRB3_0101 with pseudo-sequence DRB3_0101. The binding affinity (normalized) is 0.780. (2) The peptide sequence is GYVSLQEFVDLNNKG. The MHC is DRB1_0405 with pseudo-sequence DRB1_0405. The binding affinity (normalized) is 0.184.